This data is from Reaction yield outcomes from USPTO patents with 853,638 reactions. The task is: Predict the reaction yield, written as a fraction of the theoretical maximum amount of product (1.0 means a 100% yield; for example, 0.34 means a 34% yield). (1) The reactants are [NH2:1][C:2]1[N:3]=[C:4]2[CH:9]=[CH:8][C:7]([O:10][C:11]3[CH:12]=[C:13]([NH:17][C:18](=[O:29])[C:19]4[CH:24]=[CH:23][CH:22]=[C:21]([C:25]([F:28])([F:27])[F:26])[CH:20]=4)[CH:14]=[CH:15][CH:16]=3)=[N:6][N:5]2[CH:30]=1.[H-].[Na+].[Cl:33][C:34]1[N:39]=[C:38](Cl)[CH:37]=[CH:36][N:35]=1.C(OCC)(=O)C. The catalyst is O1CCCC1. The product is [Cl:33][C:34]1[N:39]=[C:38]([NH:1][C:2]2[N:3]=[C:4]3[CH:9]=[CH:8][C:7]([O:10][C:11]4[CH:12]=[C:13]([NH:17][C:18](=[O:29])[C:19]5[CH:24]=[CH:23][CH:22]=[C:21]([C:25]([F:28])([F:27])[F:26])[CH:20]=5)[CH:14]=[CH:15][CH:16]=4)=[N:6][N:5]3[CH:30]=2)[CH:37]=[CH:36][N:35]=1. The yield is 0.210. (2) The reactants are [S:1]1[CH:5]=[CH:4][C:3]([N:6]2[C:14]3[C:9](=[CH:10][CH:11]=[CH:12][CH:13]=3)[C:8](=O)[C:7]2=[O:16])=[CH:2]1.[NH2:17][C:18]1[CH:23]=[CH:22][C:21]([CH3:24])=[CH:20][CH:19]=1. The catalyst is CC(O)=O.CO. The product is [CH3:24][C:21]1[CH:22]=[CH:23][C:18](/[N:17]=[C:8]2/[C:7](=[O:16])[N:6]([C:3]3[CH:4]=[CH:5][S:1][CH:2]=3)[C:14]3[C:9]/2=[CH:10][CH:11]=[CH:12][CH:13]=3)=[CH:19][CH:20]=1. The yield is 0.500. (3) No catalyst specified. The product is [Cl:1][C:2]1[CH:9]=[C:8]([Cl:10])[CH:7]=[CH:6][C:3]=1[CH2:4][NH:5][C:17]1[CH:18]=[N:19][CH:20]=[CH:12][C:13]=1[C:14]([OH:16])=[O:15]. The yield is 0.420. The reactants are [Cl:1][C:2]1[CH:9]=[C:8]([Cl:10])[CH:7]=[CH:6][C:3]=1[CH2:4][NH2:5].F[C:12]1[CH:20]=[N:19][CH:18]=[CH:17][C:13]=1[C:14]([OH:16])=[O:15].